This data is from Full USPTO retrosynthesis dataset with 1.9M reactions from patents (1976-2016). The task is: Predict the reactants needed to synthesize the given product. The reactants are: [C:1]([O:5][C:6]([N:8]([CH2:13][C:14]1[CH:15]=[C:16]([CH:20]=[CH:21][C:22]=1[O:23][CH2:24][CH2:25][N:26]1[CH2:31][CH2:30][O:29][CH2:28][CH2:27]1)[C:17]([OH:19])=[O:18])[S:9]([CH3:12])(=[O:11])=[O:10])=[O:7])([CH3:4])([CH3:3])[CH3:2].[Cl:32][C:33]1[CH:34]=[N+:35]([O-:58])[CH:36]=[C:37]([Cl:57])[C:38]=1[CH2:39][C@@H:40]([C:42]1[CH:47]=[CH:46][C:45]([O:48][CH:49]([F:51])[F:50])=[C:44]([O:52][CH2:53][CH:54]2[CH2:56][CH2:55]2)[CH:43]=1)O.C(Cl)CCl. Given the product [C:1]([O:5][C:6]([N:8]([CH2:13][C:14]1[CH:15]=[C:16]([CH:20]=[CH:21][C:22]=1[O:23][CH2:24][CH2:25][N:26]1[CH2:27][CH2:28][O:29][CH2:30][CH2:31]1)[C:17]([O:19][C@H:40]([C:42]1[CH:47]=[CH:46][C:45]([O:48][CH:49]([F:50])[F:51])=[C:44]([O:52][CH2:53][CH:54]2[CH2:55][CH2:56]2)[CH:43]=1)[CH2:39][C:38]1[C:37]([Cl:57])=[CH:36][N+:35]([O-:58])=[CH:34][C:33]=1[Cl:32])=[O:18])[S:9]([CH3:12])(=[O:11])=[O:10])=[O:7])([CH3:4])([CH3:2])[CH3:3], predict the reactants needed to synthesize it.